Dataset: Forward reaction prediction with 1.9M reactions from USPTO patents (1976-2016). Task: Predict the product of the given reaction. (1) Given the reactants [F:1][C:2]1([CH:12]([O:17][Si](CC)(CC)CC)[C:13]([F:16])([F:15])[F:14])[CH2:7][CH2:6][N:5]([S:8]([CH3:11])(=[O:10])=[O:9])[CH2:4][CH2:3]1.[F-].C([N+](CCCC)(CCCC)CCCC)CCC.O.C(OCC)(=O)C, predict the reaction product. The product is: [F:1][C:2]1([CH:12]([OH:17])[C:13]([F:16])([F:15])[F:14])[CH2:7][CH2:6][N:5]([S:8]([CH3:11])(=[O:10])=[O:9])[CH2:4][CH2:3]1. (2) Given the reactants [CH3:1][O:2][C:3]1[CH:8]=[CH:7][C:6]([CH2:9][C:10](Cl)=[O:11])=[CH:5][CH:4]=1.[CH3:13][NH2:14], predict the reaction product. The product is: [CH3:1][O:2][C:3]1[CH:8]=[CH:7][C:6]([CH2:9][C:10]([NH:14][CH3:13])=[O:11])=[CH:5][CH:4]=1.